The task is: Binary Classification. Given a drug SMILES string, predict its activity (active/inactive) in a high-throughput screening assay against a specified biological target.. This data is from M1 muscarinic receptor agonist screen with 61,833 compounds. (1) The compound is s1c2c(CCCCC2)c(c1NC(=O)CN1C(=O)CCC1=O)C(=O)N. The result is 0 (inactive). (2) The drug is S(CC(=O)N(CC)CC)c1oc(nn1)CCN. The result is 0 (inactive). (3) The drug is S(=O)(=O)(NC1CCN(CC1)c1scc(n1)c1ccc(cc1)C)c1cc2OCCOc2cc1. The result is 0 (inactive).